This data is from Forward reaction prediction with 1.9M reactions from USPTO patents (1976-2016). The task is: Predict the product of the given reaction. (1) Given the reactants CON(C)[C:4]([C:6]1[CH:7]=[C:8]2[C:13](=[CH:14][CH:15]=1)[N:12]=[CH:11][CH:10]=[N:9]2)=[O:5].CC(C[AlH]CC(C)C)C, predict the reaction product. The product is: [N:12]1[C:13]2[C:8](=[CH:7][C:6]([CH:4]=[O:5])=[CH:15][CH:14]=2)[N:9]=[CH:10][CH:11]=1. (2) Given the reactants [H-].[Al+3].[Li+].[H-].[H-].[H-].[NH:7]1[C:15]2[C:10](=[CH:11][CH:12]=[C:13]3[CH2:19][CH2:18][CH2:17][CH2:16][C:14]3=2)[C:9](=O)[C:8]1=O.O.[OH-].[Na+], predict the reaction product. The product is: [NH:7]1[C:15]2[C:10](=[CH:11][CH:12]=[C:13]3[CH2:19][CH2:18][CH2:17][CH2:16][C:14]3=2)[CH:9]=[CH:8]1. (3) Given the reactants [C:1]([O-])(=O)[CH2:2][CH2:3][CH3:4].[Na+].[H-].[Na+].[C:10]([N:17](CCCl)[CH2:18]CCl)([O:12][C:13]([CH3:16])([CH3:15])[CH3:14])=[O:11].O, predict the reaction product. The product is: [C:10]([N:17]1[CH2:18][CH2:4][CH2:3][CH2:2][CH2:1]1)([O:12][C:13]([CH3:16])([CH3:15])[CH3:14])=[O:11]. (4) Given the reactants [NH2:1][C:2]([CH3:29])([CH3:28])[CH2:3][NH:4][CH:5]([C:9]1[N:18]([CH2:19][C:20]2[CH:25]=[CH:24][CH:23]=[CH:22][CH:21]=2)[C:17](=[O:26])[C:16]2[C:11](=[N:12][C:13]([Cl:27])=[CH:14][N:15]=2)[N:10]=1)[CH:6]([CH3:8])[CH3:7].C(N(CC)CC)C.[F:37][C:38]1[CH:39]=[C:40]([CH:44]=[CH:45][C:46]=1[CH3:47])[C:41](Cl)=[O:42], predict the reaction product. The product is: [CH2:19]([N:18]1[C:17](=[O:26])[C:16]2[C:11](=[N:12][C:13]([Cl:27])=[CH:14][N:15]=2)[N:10]=[C:9]1[CH:5]([NH:4][CH2:3][C:2]([NH:1][C:41](=[O:42])[C:40]1[CH:44]=[CH:45][C:46]([CH3:47])=[C:38]([F:37])[CH:39]=1)([CH3:29])[CH3:28])[CH:6]([CH3:8])[CH3:7])[C:20]1[CH:25]=[CH:24][CH:23]=[CH:22][CH:21]=1. (5) Given the reactants [I:1][C:2]1[CH:7]=[CH:6][CH:5]=[CH:4][C:3]=1[OH:8].[H-].[Na+].Br[CH2:12][CH:13]=[CH:14][CH2:15][CH3:16], predict the reaction product. The product is: [I:1][C:2]1[CH:7]=[CH:6][CH:5]=[CH:4][C:3]=1[O:8][CH2:12][CH:13]=[CH:14][CH2:15][CH3:16]. (6) Given the reactants Cl.N1C=CC=CC=1.[C:8]([C:11]1[CH:44]=[CH:43][C:14]2[NH:15][C:16]([C:18]3[CH:19]=[C:20]([C:36]([CH3:42])([CH3:41])[C:37]([O:39]C)=[O:38])[CH:21]=[C:22]([C:26]4[CH:31]=[C:30]([C:32]#[N:33])[CH:29]=[CH:28][C:27]=4[O:34]C)[C:23]=3[O:24]C)=[N:17][C:13]=2[CH:12]=1)(=[NH:10])[NH2:9], predict the reaction product. The product is: [C:8]([C:11]1[CH:44]=[CH:43][C:14]2[NH:15][C:16]([C:18]3[CH:19]=[C:20]([C:36]([CH3:42])([CH3:41])[C:37]([OH:39])=[O:38])[CH:21]=[C:22]([C:26]4[CH:31]=[C:30]([C:32]#[N:33])[CH:29]=[CH:28][C:27]=4[OH:34])[C:23]=3[OH:24])=[N:17][C:13]=2[CH:12]=1)(=[NH:9])[NH2:10]. (7) Given the reactants [CH2:1]([O:3][C:4]([C:6]1[CH:35]=[CH:34][C:9]2[N:10]=[C:11]([NH:13][CH:14]3[CH2:19][CH2:18][N:17]([CH2:20][C:21]4[CH:26]=[C:25]([O:27][CH2:28][CH3:29])[C:24](F)=[C:23]([O:31][CH2:32][CH3:33])[CH:22]=4)[CH2:16][CH2:15]3)[S:12][C:8]=2[CH:7]=1)=[O:5])[CH3:2].[Cl:36]C1C(OCC)=CC(C=O)=CC=1OCC.C([BH3-])#N.[Na+].C(N(C(C)C)C(C)C)C, predict the reaction product. The product is: [CH2:1]([O:3][C:4]([C:6]1[CH:35]=[CH:34][C:9]2[N:10]=[C:11]([NH:13][CH:14]3[CH2:19][CH2:18][N:17]([CH2:20][C:21]4[CH:26]=[C:25]([O:27][CH2:28][CH3:29])[C:24]([Cl:36])=[C:23]([O:31][CH2:32][CH3:33])[CH:22]=4)[CH2:16][CH2:15]3)[S:12][C:8]=2[CH:7]=1)=[O:5])[CH3:2]. (8) Given the reactants [OH:1][C:2]1[CH:3]=[C:4]([CH:7]=[CH:8][CH:9]=1)[C:5]#[N:6].[H-].[Na+].Br[CH2:13][CH2:14][CH2:15][C:16]([O:18][CH2:19][CH3:20])=[O:17], predict the reaction product. The product is: [C:5]([C:4]1[CH:3]=[C:2]([O:1][CH2:13][CH2:14][CH2:15][C:16]([O:18][CH2:19][CH3:20])=[O:17])[CH:9]=[CH:8][CH:7]=1)#[N:6].